This data is from Catalyst prediction with 721,799 reactions and 888 catalyst types from USPTO. The task is: Predict which catalyst facilitates the given reaction. (1) Reactant: [Mg].[CH:2]1(Br)[CH2:4][CH2:3]1.[CH3:6][O:7][C:8]1[CH:9]=[CH:10][C:11]2C(=O)[C:13]3[C:18]([O:19][C:20]=2[CH:21]=1)=[CH:17][C:16]([O:22][CH3:23])=[CH:15][CH:14]=3.[NH4+].[Cl-].[CH2:27]1[CH2:31]OC[CH2:28]1. The catalyst class is: 13. Product: [C:4]1(=[C:2]2[C:13]3[CH:14]=[CH:15][C:16]([O:22][CH3:23])=[CH:17][C:18]=3[O:19][C:20]3[C:11]2=[CH:10][CH:9]=[C:8]([O:7][CH3:6])[CH:21]=3)[CH2:3][CH2:31][CH2:27][CH2:28]1. (2) The catalyst class is: 17. Reactant: Cl.Cl.Cl.[F:4][C:5]1[CH:29]=[CH:28][CH:27]=[CH:26][C:6]=1[CH2:7][C:8]1[N:12]2[N:13]=[CH:14][CH:15]=[CH:16][C:11]2=[C:10]([C:17]2[N:22]=[C:21]([NH2:23])[C:20]([NH2:24])=[C:19]([NH2:25])[N:18]=2)[N:9]=1.Cl[C:31]([O:33][CH3:34])=[O:32]. Product: [CH:31]([OH:33])=[O:32].[NH2:25][C:19]1[C:20]([NH:24][C:31](=[O:32])[O:33][CH3:34])=[C:21]([NH2:23])[N:22]=[C:17]([C:10]2[N:9]=[C:8]([CH2:7][C:6]3[CH:26]=[CH:27][CH:28]=[CH:29][C:5]=3[F:4])[N:12]3[C:11]=2[CH:16]=[CH:15][CH:14]=[N:13]3)[N:18]=1.